From a dataset of Reaction yield outcomes from USPTO patents with 853,638 reactions. Predict the reaction yield, written as a fraction of the theoretical maximum amount of product (1.0 means a 100% yield; for example, 0.34 means a 34% yield). (1) The reactants are [C:1]([CH2:3][C:4]1[CH:5]=[C:6]([NH:10][C:11](=O)[CH3:12])[CH:7]=[CH:8][CH:9]=1)#[N:2].FC(F)(F)S(OS(C(F)(F)F)(=O)=O)(=O)=O.C[Si]([N:33]=[N+:34]=[N-:35])(C)C.[Cl-].N. The catalyst is C(#N)C. The product is [CH3:12][C:11]1[N:10]([C:6]2[CH:5]=[C:4]([CH2:3][C:1]#[N:2])[CH:9]=[CH:8][CH:7]=2)[N:35]=[N:34][N:33]=1. The yield is 0.450. (2) The reactants are C([N:8]1[C:12]2[C:13](=[O:30])[N:14]([CH3:29])[CH:15]=[C:16]([C:17]3[CH:22]=[C:21]([S:23]([CH2:26][CH3:27])(=[O:25])=[O:24])[CH:20]=[CH:19][C:18]=3[F:28])[C:11]=2[CH:10]=[C:9]1[C:31]([O:33][CH2:34][CH3:35])=[O:32])C1C=CC=CC=1.C1(OC)C=CC=CC=1.OS(O)(=O)=O.FC(F)(F)C(O)=O. No catalyst specified. The product is [CH2:26]([S:23]([C:21]1[CH:20]=[CH:19][C:18]([F:28])=[C:17]([C:16]2[C:11]3[CH:10]=[C:9]([C:31]([O:33][CH2:34][CH3:35])=[O:32])[NH:8][C:12]=3[C:13](=[O:30])[N:14]([CH3:29])[CH:15]=2)[CH:22]=1)(=[O:24])=[O:25])[CH3:27]. The yield is 0.870.